Dataset: Forward reaction prediction with 1.9M reactions from USPTO patents (1976-2016). Task: Predict the product of the given reaction. (1) Given the reactants [CH3:1][O:2][C:3]([C:5]1[C:15]2[O:14][CH2:13][CH2:12][CH2:11][N:10](C=O)[C:9]=2[CH:8]=[C:7]([N+:18]([O-:20])=[O:19])[CH:6]=1)=[O:4].[N+]([NH-])([O-])=O.[OH-].[Na+], predict the reaction product. The product is: [CH3:1][O:2][C:3]([C:5]1[C:15]2[O:14][CH2:13][CH2:12][CH2:11][NH:10][C:9]=2[CH:8]=[C:7]([N+:18]([O-:20])=[O:19])[CH:6]=1)=[O:4]. (2) Given the reactants [C:1]([C:3]1[C:8]2[C:9]([C:12]3[CH:17]=[CH:16][C:15]([O:18][CH3:19])=[CH:14][CH:13]=3)=[N:10][O:11][C:7]=2[C:6]([OH:20])=[C:5]([C:21](OCC)=[O:22])[N:4]=1)#[N:2].[NH2:26][CH2:27][C:28]([OH:30])=[O:29].C[O-].[Na+].Cl, predict the reaction product. The product is: [C:1]([C:3]1[C:8]2[C:9]([C:12]3[CH:17]=[CH:16][C:15]([O:18][CH3:19])=[CH:14][CH:13]=3)=[N:10][O:11][C:7]=2[C:6]([OH:20])=[C:5]([C:21]([NH:26][CH2:27][C:28]([OH:30])=[O:29])=[O:22])[N:4]=1)#[N:2]. (3) Given the reactants [OH:1][CH:2]([CH2:17][CH2:18][CH2:19][CH2:20][CH2:21][C:22]([O:24][CH:25]1[CH2:30][CH2:29][CH2:28][CH2:27][CH2:26]1)=[O:23])[CH2:3][CH2:4][CH2:5][CH2:6][CH2:7][C:8]([O:10][CH:11]1[CH2:16][CH2:15][CH2:14][CH2:13][CH2:12]1)=[O:9].CCN=C=N[CH2:36][CH2:37][CH2:38][N:39]([CH3:41])[CH3:40].Cl.Cl.CN(C(CC)[C:48](O)=[O:49])C, predict the reaction product. The product is: [CH3:40][N:39]([CH3:41])[CH2:38][CH2:37][CH2:36][C:48]([O:1][CH:2]([CH2:3][CH2:4][CH2:5][CH2:6][CH2:7][C:8]([O:10][CH:11]1[CH2:12][CH2:13][CH2:14][CH2:15][CH2:16]1)=[O:9])[CH2:17][CH2:18][CH2:19][CH2:20][CH2:21][C:22]([O:24][CH:25]1[CH2:26][CH2:27][CH2:28][CH2:29][CH2:30]1)=[O:23])=[O:49]. (4) Given the reactants [C:1]([N:4]1[CH2:9][CH2:8][CH:7]([C:10]([CH3:15])([CH3:14])[C:11]([OH:13])=O)[CH2:6][CH2:5]1)(=[O:3])[CH3:2].[F:16][C:17]1[CH:18]=[C:19]([C:24]2[CH:25]=[CH:26][C:27]([NH2:30])=[N:28][CH:29]=2)[CH:20]=[C:21]([F:23])[CH:22]=1, predict the reaction product. The product is: [C:1]([N:4]1[CH2:5][CH2:6][CH:7]([C:10]([CH3:15])([CH3:14])[C:11]([NH:30][C:27]2[CH:26]=[CH:25][C:24]([C:19]3[CH:20]=[C:21]([F:23])[CH:22]=[C:17]([F:16])[CH:18]=3)=[CH:29][N:28]=2)=[O:13])[CH2:8][CH2:9]1)(=[O:3])[CH3:2].